Dataset: CYP3A4 inhibition data for predicting drug metabolism from PubChem BioAssay. Task: Regression/Classification. Given a drug SMILES string, predict its absorption, distribution, metabolism, or excretion properties. Task type varies by dataset: regression for continuous measurements (e.g., permeability, clearance, half-life) or binary classification for categorical outcomes (e.g., BBB penetration, CYP inhibition). Dataset: cyp3a4_veith. (1) The drug is CNC(=O)CCc1nc(-c2ccc(C(C)(C)C)cc2)no1. The result is 0 (non-inhibitor). (2) The molecule is N#Cc1ccc(CN2CC3(CCN(C(=O)c4cc(C(F)(F)F)cc(C(F)(F)F)c4)CC3)C2)cc1. The result is 0 (non-inhibitor). (3) The molecule is CC(C)NC(=O)N1CC[C@@]2(CCCN(C(=O)c3cnccn3)C2)C1. The result is 0 (non-inhibitor).